Task: Regression/Classification. Given a drug SMILES string, predict its absorption, distribution, metabolism, or excretion properties. Task type varies by dataset: regression for continuous measurements (e.g., permeability, clearance, half-life) or binary classification for categorical outcomes (e.g., BBB penetration, CYP inhibition). For this dataset (ppbr_az), we predict Y.. Dataset: Plasma protein binding rate (PPBR) regression data from AstraZeneca (1) The compound is O=C(CN1CCCC1)N1c2ccccc2Sc2ccc(C(F)(F)F)cc21. The Y is 97.7 %. (2) The drug is CCOc1cc(CN2CCC(NC(=O)c3cncc(C)c3)CC2)cc(OCC)c1-c1ccc(F)cc1. The Y is 98.5 %.